This data is from NCI-60 drug combinations with 297,098 pairs across 59 cell lines. The task is: Regression. Given two drug SMILES strings and cell line genomic features, predict the synergy score measuring deviation from expected non-interaction effect. (1) Drug 1: C#CCC(CC1=CN=C2C(=N1)C(=NC(=N2)N)N)C3=CC=C(C=C3)C(=O)NC(CCC(=O)O)C(=O)O. Drug 2: COCCOC1=C(C=C2C(=C1)C(=NC=N2)NC3=CC=CC(=C3)C#C)OCCOC.Cl. Cell line: MOLT-4. Synergy scores: CSS=-2.21, Synergy_ZIP=1.33, Synergy_Bliss=-1.08, Synergy_Loewe=-0.869, Synergy_HSA=-3.19. (2) Drug 1: C1CC(C1)(C(=O)O)C(=O)O.[NH2-].[NH2-].[Pt+2]. Drug 2: C(CN)CNCCSP(=O)(O)O. Cell line: SW-620. Synergy scores: CSS=13.5, Synergy_ZIP=0.449, Synergy_Bliss=-3.04, Synergy_Loewe=-35.9, Synergy_HSA=-3.81. (3) Drug 1: C1CN1C2=NC(=NC(=N2)N3CC3)N4CC4. Drug 2: C1CN(P(=O)(OC1)NCCCl)CCCl. Cell line: MDA-MB-231. Synergy scores: CSS=17.6, Synergy_ZIP=-1.40, Synergy_Bliss=1.89, Synergy_Loewe=-11.1, Synergy_HSA=3.00.